Dataset: Full USPTO retrosynthesis dataset with 1.9M reactions from patents (1976-2016). Task: Predict the reactants needed to synthesize the given product. (1) Given the product [CH3:2][C:3]1[CH:8]=[CH:7][C:6]([S:9]([O:12][CH2:13][CH:14]2[O:19][C:18]3=[C:20]4[C:21](=[C:22]([O:24][CH3:25])[CH:23]=[C:17]3[O:16][CH2:15]2)[N:26]=[CH:30][CH:29]=[CH:38]4)(=[O:10])=[O:11])=[CH:5][CH:4]=1, predict the reactants needed to synthesize it. The reactants are: Cl.[CH3:2][C:3]1[CH:8]=[CH:7][C:6]([S:9]([O:12][CH2:13][C@H:14]2[O:19][C:18]3[CH:20]=[C:21]([NH2:26])[C:22]([O:24][CH3:25])=[CH:23][C:17]=3[O:16][CH2:15]2)(=[O:11])=[O:10])=[CH:5][CH:4]=1.Cl.Cl[C:29]1[C:30](=O)C2C(C(=O)[C:38]=1Cl)=CC=CC=2.C(C=C)=O.[OH-].[Na+]. (2) Given the product [NH2:14][N:4]1[CH:5]=[CH:6][C:2]([Br:1])=[C:3]1[C:7]([O:9][CH3:10])=[O:8], predict the reactants needed to synthesize it. The reactants are: [Br:1][C:2]1[CH:6]=[CH:5][NH:4][C:3]=1[C:7]([O:9][CH3:10])=[O:8].[OH-].[Na+].[OH-].[NH4+:14].[Cl-].[NH4+].Cl[O-].[Na+]. (3) Given the product [CH3:2][CH2:1][O:3][C:4]1[CH:5]=[C:6]([C:10]([CH3:11])=[O:17])[CH:7]=[CH:8][CH:9]=1, predict the reactants needed to synthesize it. The reactants are: [CH2:1]([O:3][C:4]1[CH:5]=[C:6]([C:10](=[O:17])[CH2:11]C(=O)C(F)F)[CH:7]=[CH:8][CH:9]=1)[CH3:2].NC1C(Br)=CNN=1. (4) The reactants are: Cl.[CH3:2][O:3][C:4](=[O:12])[CH:5]([NH2:11])[C:6]([CH:8]1[CH2:10][CH2:9]1)=[O:7].CCN(C(C)C)C(C)C.[F:22][C:23]1[CH:24]=[C:25]([CH:29]=[CH:30][C:31]=1[F:32])[C:26](Cl)=[O:27]. Given the product [CH3:2][O:3][C:4](=[O:12])[CH:5]([NH:11][C:26](=[O:27])[C:25]1[CH:29]=[CH:30][C:31]([F:32])=[C:23]([F:22])[CH:24]=1)[C:6]([CH:8]1[CH2:10][CH2:9]1)=[O:7], predict the reactants needed to synthesize it. (5) Given the product [O:9]1[C:5]2([CH2:10][CH2:11][CH:2]([CH2:1][OH:24])[CH2:3][CH2:4]2)[O:6][CH2:7][CH2:8]1, predict the reactants needed to synthesize it. The reactants are: [CH2:1]=[C:2]1[CH2:11][CH2:10][C:5]2([O:9][CH2:8][CH2:7][O:6]2)[CH2:4][CH2:3]1.B1C2CCCC1CCC2.C1C[O:24]CC1. (6) Given the product [CH3:11][O:10][CH2:9][C:8]1[S:14][N:2]=[N:1][C:3]=1[C:4]([O:6][CH3:7])=[O:5], predict the reactants needed to synthesize it. The reactants are: [N+:1](=[C:3]([C:8](=O)[CH2:9][O:10][CH3:11])[C:4]([O:6][CH3:7])=[O:5])=[N-:2].[NH4+]=[S:14]. (7) Given the product [C:1]([C:3]1[CH:12]=[C:11]2[C:6]([CH:7]=[CH:8][C:9]([O:13][CH:14]([CH2:18][CH3:19])[C:15]([NH:29][C:30]([CH3:34])([CH3:33])[CH2:31][OH:32])=[O:17])=[CH:10]2)=[CH:5][CH:4]=1)#[CH:2], predict the reactants needed to synthesize it. The reactants are: [C:1]([C:3]1[CH:12]=[C:11]2[C:6]([CH:7]=[CH:8][C:9]([O:13][CH:14]([CH2:18][CH3:19])[C:15]([OH:17])=O)=[CH:10]2)=[CH:5][CH:4]=1)#[CH:2].C(N(CC)C(C)C)(C)C.[NH2:29][C:30]([CH3:34])([CH3:33])[CH2:31][OH:32].